Task: Predict the reactants needed to synthesize the given product.. Dataset: Full USPTO retrosynthesis dataset with 1.9M reactions from patents (1976-2016) (1) Given the product [NH2:20][CH2:19][CH2:18][C@H:17]([N:14]1[CH2:15][CH2:16][CH:11]([NH:9][C:6]2[CH:7]=[CH:8][C:3]([O:2][CH3:1])=[CH:4][CH:5]=2)[CH2:12][CH2:13]1)[CH3:21], predict the reactants needed to synthesize it. The reactants are: [CH3:1][O:2][C:3]1[CH:8]=[CH:7][C:6]([NH2:9])=[CH:5][CH:4]=1.O=[C:11]1[CH2:16][CH2:15][N:14]([C@H:17]([CH3:21])[CH2:18][C:19]#[N:20])[CH2:13][CH2:12]1. (2) Given the product [S:10]1[CH:14]=[CH:13][CH:12]=[C:11]1[C:15]1[N:23]=[C:22]([NH2:24])[N:21]=[C:20]2[C:16]=1[N:17]=[CH:18][N:19]2[CH2:2][CH2:3][CH2:4][CH2:5][CH2:6][CH2:7][C:8]#[CH:9], predict the reactants needed to synthesize it. The reactants are: Br[CH2:2][CH2:3][CH2:4][CH2:5][CH2:6][CH2:7][C:8]#[CH:9].[S:10]1[CH:14]=[CH:13][CH:12]=[C:11]1[C:15]1[N:23]=[C:22]([NH2:24])[N:21]=[C:20]2[C:16]=1[NH:17][CH:18]=[N:19]2.C(=O)([O-])[O-].[K+].[K+].